From a dataset of Catalyst prediction with 721,799 reactions and 888 catalyst types from USPTO. Predict which catalyst facilitates the given reaction. (1) Product: [O:21]=[C:14]([C:15]1[CH:20]=[CH:19][CH:18]=[CH:17][CH:16]=1)[CH2:13][CH2:12][C:11]([C:8]1[CH:9]=[CH:10][C:5]([C:4]([OH:23])=[O:3])=[CH:6][CH:7]=1)=[O:22]. The catalyst class is: 20. Reactant: C([O:3][C:4](=[O:23])[C:5]1[CH:10]=[CH:9][C:8]([C:11](=[O:22])[CH2:12][CH2:13][C:14](=[O:21])[C:15]2[CH:20]=[CH:19][CH:18]=[CH:17][CH:16]=2)=[CH:7][CH:6]=1)C.[OH-].[K+].Cl. (2) Reactant: [CH2:1]([O:8][C:9]1[CH:14]=[CH:13][C:12]([OH:15])=[C:11]([N+:16]([O-:18])=[O:17])[CH:10]=1)[C:2]1[CH:7]=[CH:6][CH:5]=[CH:4][CH:3]=1.[C:19]([O-])([O-])=O.[K+].[K+].CI. Product: [CH2:1]([O:8][C:9]1[CH:14]=[CH:13][C:12]([O:15][CH3:19])=[C:11]([N+:16]([O-:18])=[O:17])[CH:10]=1)[C:2]1[CH:3]=[CH:4][CH:5]=[CH:6][CH:7]=1. The catalyst class is: 18.